Dataset: Forward reaction prediction with 1.9M reactions from USPTO patents (1976-2016). Task: Predict the product of the given reaction. (1) Given the reactants FC1C=CC=C(C(F)(F)F)C=1CN1C2COC3(CCNCC3)C=2C(=O)N(C[C@H](NC(=O)OC(C)(C)C)C2C=CC=CC=2)C1=O.C([N:52]1[CH2:57][CH2:56][C:55]2([C:65]3[C:64](=[O:66])[N:63]([CH2:67][C@H:68]([NH:75][C:76](=[O:82])[O:77][C:78]([CH3:81])([CH3:80])[CH3:79])[C:69]4[CH:74]=[CH:73][CH:72]=[CH:71][CH:70]=4)[C:62](=[O:83])[N:61]([CH2:84][C:85]4[C:90]([C:91]([F:94])([F:93])[F:92])=[CH:89][CH:88]=[CH:87][C:86]=4[F:95])[C:60]=3[CH2:59][CH2:58]2)[CH2:54][CH2:53]1)C1C=CC=CC=1, predict the reaction product. The product is: [F:95][C:86]1[CH:87]=[CH:88][CH:89]=[C:90]([C:91]([F:94])([F:92])[F:93])[C:85]=1[CH2:84][N:61]1[C:60]2[CH2:59][CH2:58][C:55]3([CH2:56][CH2:57][NH:52][CH2:53][CH2:54]3)[C:65]=2[C:64](=[O:66])[N:63]([CH2:67][C@H:68]([NH:75][C:76](=[O:82])[O:77][C:78]([CH3:81])([CH3:80])[CH3:79])[C:69]2[CH:74]=[CH:73][CH:72]=[CH:71][CH:70]=2)[C:62]1=[O:83]. (2) Given the reactants [CH3:1][O:2][C:3](=[O:20])[C:4]1[CH:9]=[C:8](B2OC(C)(C)C(C)(C)O2)[CH:7]=[CH:6][C:5]=1[Cl:19].[C:21](=O)([O-])[O-].[Cs+].[Cs+].Cl[C:28]1[CH:33]=[CH:32][C:31](C)=[CH:30][N:29]=1, predict the reaction product. The product is: [CH3:1][O:2][C:3](=[O:20])[C:4]1[CH:9]=[C:8]([C:31]2[CH:30]=[N:29][C:28]([CH3:21])=[CH:33][CH:32]=2)[CH:7]=[CH:6][C:5]=1[Cl:19]. (3) Given the reactants COC1C=CC(C[N:10]2[CH2:27][C:14]3([CH2:19][CH2:18][N:17](C(OC(C)(C)C)=O)[CH2:16][CH2:15]3)[O:13][CH:12]([C:28]3[CH:33]=[CH:32][CH:31]=[CH:30][CH:29]=3)[C:11]2=[O:34])=CC=1.O.[ClH:36], predict the reaction product. The product is: [ClH:36].[C:28]1([CH:12]2[O:13][C:14]3([CH2:15][CH2:16][NH:17][CH2:18][CH2:19]3)[CH2:27][NH:10][C:11]2=[O:34])[CH:29]=[CH:30][CH:31]=[CH:32][CH:33]=1. (4) The product is: [Br:1][CH2:2][CH2:3][C:4]1[CH:12]=[CH:11][CH:10]=[C:9]2[C:5]=1[CH2:6][C:7]([CH3:15])=[CH:8]2. Given the reactants [Br:1][CH2:2][CH2:3][C:4]1[CH:12]=[CH:11][CH:10]=[C:9]2[C:5]=1[CH2:6][CH:7]([CH3:15])[CH:8]2OC.CC1C=CC(S(O)(=O)=O)=CC=1, predict the reaction product. (5) The product is: [C:1]([C:5]1[N:10]=[C:9]([N:11]2[CH2:16][CH2:15][N:14]([CH2:17][CH2:18][CH2:19][CH2:20][NH:21][C:31]([N:48]3[CH2:49][CH2:50][N:45]([C:41]4[CH:42]=[CH:43][CH:44]=[C:39]([Cl:38])[CH:40]=4)[CH2:46][CH2:47]3)=[O:32])[CH2:13][CH2:12]2)[CH:8]=[C:7]([C:22]([F:24])([F:25])[F:23])[N:6]=1)([CH3:4])([CH3:2])[CH3:3]. Given the reactants [C:1]([C:5]1[N:10]=[C:9]([N:11]2[CH2:16][CH2:15][N:14]([CH2:17][CH2:18][CH2:19][CH2:20][NH2:21])[CH2:13][CH2:12]2)[CH:8]=[C:7]([C:22]([F:25])([F:24])[F:23])[N:6]=1)([CH3:4])([CH3:3])[CH3:2].C1N=CN([C:31](N2C=NC=C2)=[O:32])C=1.[Cl:38][C:39]1[CH:40]=[C:41]([N:45]2[CH2:50][CH2:49][NH:48][CH2:47][CH2:46]2)[CH:42]=[CH:43][CH:44]=1, predict the reaction product.